From a dataset of Catalyst prediction with 721,799 reactions and 888 catalyst types from USPTO. Predict which catalyst facilitates the given reaction. (1) Reactant: C([O:4][CH2:5][CH2:6][C:7]1[S:11][C:10]([S:12]([NH:15][C:16]([NH:18][C:19]2[N:24]=[C:23]([C:25]([O:27][CH3:28])=[O:26])[CH:22]=[C:21]([C:29]([F:32])([F:31])[F:30])[CH:20]=2)=[O:17])(=[O:14])=[O:13])=[CH:9][C:8]=1[CH3:33])(=O)C.[H-].[Na+]. Product: [CH3:28][O:27][C:25]([C:23]1[CH:22]=[C:21]([C:29]([F:31])([F:30])[F:32])[CH:20]=[C:19]([NH:18][C:16](=[O:17])[NH:15][S:12]([C:10]2[S:11][C:7]([CH2:6][CH2:5][OH:4])=[C:8]([CH3:33])[CH:9]=2)(=[O:14])=[O:13])[N:24]=1)=[O:26]. The catalyst class is: 5. (2) Product: [Cl:1][C:2]1[N:19]=[CH:18][C:5]2=[CH:6][CH:7]=[C:8]3[C:16]([NH:15][C:14]4[CH2:13][CH2:12][CH2:11][C:10](=[N:20][OH:21])[C:9]3=4)=[C:4]2[CH:3]=1. The catalyst class is: 14. Reactant: [Cl:1][C:2]1[N:19]=[CH:18][C:5]2=[CH:6][CH:7]=[C:8]3[C:16]([NH:15][C:14]4[CH2:13][CH2:12][CH2:11][C:10](=O)[C:9]3=4)=[C:4]2[CH:3]=1.[NH2:20][OH:21].Cl.N1C=CC=CC=1.